Dataset: Reaction yield outcomes from USPTO patents with 853,638 reactions. Task: Predict the reaction yield, written as a fraction of the theoretical maximum amount of product (1.0 means a 100% yield; for example, 0.34 means a 34% yield). The reactants are [CH3:1][NH:2][CH2:3][C:4]1[S:8][C:7]2[CH:9]=[CH:10][CH:11]=[CH:12][C:6]=2[C:5]=1[CH3:13].CNCC1C=CC2C(=CC=CC=2)C=1CCC.[ClH:30].[CH3:31][N:32]1[CH2:37][CH2:36][N:35]([C:38](=[O:57])[CH2:39][N:40]2[CH2:46][C:45]3[CH:47]=[C:48](/[CH:51]=[CH:52]/[C:53](O)=[O:54])[CH:49]=[N:50][C:44]=3[NH:43][C:42](=[O:56])[CH2:41]2)[CH2:34][CH2:33]1.Cl.CN1CC2C=C(/C=C/C(O)=O)C=NC=2NC(=O)C1. No catalyst specified. The product is [ClH:30].[CH3:1][N:2]([CH2:3][C:4]1[S:8][C:7]2[CH:9]=[CH:10][CH:11]=[CH:12][C:6]=2[C:5]=1[CH3:13])[C:53](=[O:54])/[CH:52]=[CH:51]/[C:48]1[CH:49]=[N:50][C:44]2[NH:43][C:42](=[O:56])[CH2:41][N:40]([CH2:39][C:38]([N:35]3[CH2:34][CH2:33][N:32]([CH3:31])[CH2:37][CH2:36]3)=[O:57])[CH2:46][C:45]=2[CH:47]=1. The yield is 0.530.